This data is from Catalyst prediction with 721,799 reactions and 888 catalyst types from USPTO. The task is: Predict which catalyst facilitates the given reaction. (1) Reactant: [F:1][C:2]1[CH:3]=[C:4]([CH:22]=[CH:23][C:24]=1[F:25])[CH2:5][NH:6][C:7]([C:9]1[CH:14]=[C:13]([CH3:15])[N:12]2[N:16]=[C:17]([N+:19]([O-])=O)[CH:18]=[C:11]2[N:10]=1)=[O:8].[Sn](Cl)Cl. Product: [F:1][C:2]1[CH:3]=[C:4]([CH:22]=[CH:23][C:24]=1[F:25])[CH2:5][NH:6][C:7]([C:9]1[CH:14]=[C:13]([CH3:15])[N:12]2[N:16]=[C:17]([NH2:19])[CH:18]=[C:11]2[N:10]=1)=[O:8]. The catalyst class is: 361. (2) The catalyst class is: 10. Reactant: [CH3:1][C:2]([C:5]1[CH:6]=[CH:7][C:8]([S:11]([NH:14][C:15]2[C:16]([O:31][C:32]3[CH:33]=[CH:34][CH:35]=[CH:36][C:37]=3[O:38][CH3:39])=[C:17]([O:27][CH2:28][CH2:29][OH:30])[N:18]=[C:19]([C:21]3[N:22]=[CH:23][CH:24]=[CH:25][N:26]=3)[N:20]=2)(=[O:13])=[O:12])=[CH:9][CH:10]=1)([CH3:4])[CH3:3].[C:40]([OH:49])(=[O:48])[CH:41]([CH:43]([C:45]([OH:47])=[O:46])[OH:44])[OH:42]. Product: [CH3:4][C:2]([C:5]1[CH:10]=[CH:9][C:8]([S:11]([NH:14][C:15]2[C:16]([O:31][C:32]3[CH:33]=[CH:34][CH:35]=[CH:36][C:37]=3[O:38][CH3:39])=[C:17]([O:27][CH2:28][CH2:29][OH:30])[N:18]=[C:19]([C:21]3[N:26]=[CH:25][CH:24]=[CH:23][N:22]=3)[N:20]=2)(=[O:12])=[O:13])=[CH:7][CH:6]=1)([CH3:1])[CH3:3].[C:40]([O-:49])(=[O:48])[CH:41]([CH:43]([C:45]([O-:47])=[O:46])[OH:44])[OH:42]. (3) Reactant: [CH2:1]([O:5][C:6]([N:8]1[CH2:13][CH2:12][N:11]([C:14](=[O:55])[C@@H:15]([NH:25][C:26]([C:28]2[CH:37]=[C:36]([O:38][CH2:39][C:40]([N:42]3[CH2:46][CH2:45][CH2:44][C@H:43]3[C:47](=[O:53])[NH:48][CH:49]3[CH2:52][CH2:51][CH2:50]3)=[O:41])[C:35]3[C:30](=[CH:31][C:32]([CH3:54])=[CH:33][CH:34]=3)[CH:29]=2)=[O:27])[CH2:16][CH2:17][C:18]([O:20]C(C)(C)C)=[O:19])[CH2:10][CH2:9]1)=[O:7])[CH2:2][CH2:3][CH3:4].C(O)(C(F)(F)F)=O. Product: [CH2:1]([O:5][C:6]([N:8]1[CH2:13][CH2:12][N:11]([C:14](=[O:55])[C@@H:15]([NH:25][C:26]([C:28]2[CH:37]=[C:36]([O:38][CH2:39][C:40]([N:42]3[CH2:46][CH2:45][CH2:44][C@H:43]3[C:47](=[O:53])[NH:48][CH:49]3[CH2:52][CH2:51][CH2:50]3)=[O:41])[C:35]3[C:30](=[CH:31][C:32]([CH3:54])=[CH:33][CH:34]=3)[CH:29]=2)=[O:27])[CH2:16][CH2:17][C:18]([OH:20])=[O:19])[CH2:10][CH2:9]1)=[O:7])[CH2:2][CH2:3][CH3:4]. The catalyst class is: 4.